Task: Predict which catalyst facilitates the given reaction.. Dataset: Catalyst prediction with 721,799 reactions and 888 catalyst types from USPTO Reactant: [Br:1][C:2]1[CH:15]=[C:14]([CH3:16])[C:5]([O:6][C:7]2[N:12]=[CH:11][C:10]([OH:13])=[CH:9][CH:8]=2)=[C:4]([Cl:17])[CH:3]=1.[O:18]1[CH:23]=[CH:22][CH2:21][CH2:20][CH2:19]1.CC1C=CC(S([O-])(=O)=O)=CC=1.C1C=C[NH+]=CC=1. Product: [Br:1][C:2]1[CH:15]=[C:14]([CH3:16])[C:5]([O:6][C:7]2[CH:8]=[CH:9][C:10]([O:13][CH:19]3[CH2:20][CH2:21][CH2:22][CH2:23][O:18]3)=[CH:11][N:12]=2)=[C:4]([Cl:17])[CH:3]=1. The catalyst class is: 168.